This data is from Catalyst prediction with 721,799 reactions and 888 catalyst types from USPTO. The task is: Predict which catalyst facilitates the given reaction. (1) Reactant: [OH:1]OS([O-])=O.[K+].[F:7][C:8]1[CH:13]=[CH:12][CH:11]=[CH:10][C:9]=1[S:14][CH3:15].[OH2:16]. Product: [F:7][C:8]1[CH:13]=[CH:12][CH:11]=[CH:10][C:9]=1[S:14]([CH3:15])(=[O:1])=[O:16]. The catalyst class is: 10. (2) Reactant: [CH2:1]([O:3][CH:4]([O:6][C@@H:7]1[CH2:15][C@@H:10]2[O:11][C:12](=[O:14])[CH2:13][C@@H:9]2[C@H:8]1[CH2:16][CH2:17][C@@H:18]([O:27][CH:28]([O:30][CH2:31][CH3:32])[CH3:29])[CH2:19][CH2:20][C:21]1[CH:26]=[CH:25][CH:24]=[CH:23][CH:22]=1)[CH3:5])[CH3:2].CC(C[AlH]CC(C)C)C.C(OCC)(=O)C.C([O-])(=O)C(C(C([O-])=O)O)O.[Na+].[K+]. Product: [CH2:1]([O:3][CH:4]([O:6][C@@H:7]1[CH2:15][C@@H:10]2[O:11][CH:12]([OH:14])[CH2:13][C@@H:9]2[C@H:8]1[CH2:16][CH2:17][C@@H:18]([O:27][CH:28]([O:30][CH2:31][CH3:32])[CH3:29])[CH2:19][CH2:20][C:21]1[CH:22]=[CH:23][CH:24]=[CH:25][CH:26]=1)[CH3:5])[CH3:2]. The catalyst class is: 1. (3) Reactant: [Br:1][C:2]1[C:3](=[O:8])[O:4][CH2:5][C:6]=1Br.C([O-])([O-])=O.[Cs+].[Cs+].[NH:15]1[CH2:20][CH2:19][O:18][CH2:17][CH2:16]1. Product: [Br:1][C:2]1[C:3](=[O:8])[O:4][CH2:5][C:6]=1[N:15]1[CH2:20][CH2:19][O:18][CH2:17][CH2:16]1. The catalyst class is: 3.